From a dataset of Reaction yield outcomes from USPTO patents with 853,638 reactions. Predict the reaction yield, written as a fraction of the theoretical maximum amount of product (1.0 means a 100% yield; for example, 0.34 means a 34% yield). (1) The reactants are Cl.[F:2][C:3]1[CH:11]=[C:10]2[C:6]([C:7]([C:21]3[CH:22]=[CH:23][C:24]([NH2:27])=[N:25][CH:26]=3)=[CH:8][N:9]2[S:12]([C:15]2[CH:20]=[CH:19][CH:18]=[CH:17][CH:16]=2)(=[O:14])=[O:13])=[CH:5][CH:4]=1.N1C=CC=CC=1.[CH3:34][C:35](OC(C)=O)=[O:36]. The catalyst is CN(C=O)C. The product is [F:2][C:3]1[CH:11]=[C:10]2[C:6]([C:7]([C:21]3[CH:22]=[CH:23][C:24]([NH:27][C:35](=[O:36])[CH3:34])=[N:25][CH:26]=3)=[CH:8][N:9]2[S:12]([C:15]2[CH:16]=[CH:17][CH:18]=[CH:19][CH:20]=2)(=[O:13])=[O:14])=[CH:5][CH:4]=1. The yield is 0.380. (2) The reactants are [Na].[N:2]1([C:8]([NH2:10])=[NH:9])[CH2:7][CH2:6][CH2:5][CH2:4][CH2:3]1.[C:11]([O:15][C:16]([N:18]1[CH2:23][CH2:22][CH:21]([C:24](=O)[CH2:25][C:26](OCC)=[O:27])[CH2:20][CH2:19]1)=[O:17])([CH3:14])([CH3:13])[CH3:12]. The catalyst is C(O)C. The product is [C:11]([O:15][C:16]([N:18]1[CH2:19][CH2:20][CH:21]([C:24]2[CH:25]=[C:26]([OH:27])[N:10]=[C:8]([N:2]3[CH2:7][CH2:6][CH2:5][CH2:4][CH2:3]3)[N:9]=2)[CH2:22][CH2:23]1)=[O:17])([CH3:14])([CH3:13])[CH3:12]. The yield is 0.450. (3) The reactants are [C:1]([O:5][C:6]([NH:8][C@H:9]([CH:13]([CH3:15])[CH3:14])[C:10]([OH:12])=O)=[O:7])([CH3:4])([CH3:3])[CH3:2].[CH2:16]([NH:23][CH2:24][CH2:25][OH:26])[C:17]1[CH:22]=[CH:21][CH:20]=[CH:19][CH:18]=1.CN(C(ON1N=NC2C=CC=NC1=2)=[N+](C)C)C.F[P-](F)(F)(F)(F)F.CCN(CC)CC. The catalyst is C(Cl)Cl.O. The product is [CH2:16]([N:23]([CH2:24][CH2:25][OH:26])[C:10](=[O:12])[C@H:9]([NH:8][C:6](=[O:7])[O:5][C:1]([CH3:2])([CH3:3])[CH3:4])[CH:13]([CH3:15])[CH3:14])[C:17]1[CH:22]=[CH:21][CH:20]=[CH:19][CH:18]=1. The yield is 0.880.